From a dataset of CYP2C19 inhibition data for predicting drug metabolism from PubChem BioAssay. Regression/Classification. Given a drug SMILES string, predict its absorption, distribution, metabolism, or excretion properties. Task type varies by dataset: regression for continuous measurements (e.g., permeability, clearance, half-life) or binary classification for categorical outcomes (e.g., BBB penetration, CYP inhibition). Dataset: cyp2c19_veith. (1) The drug is CN(C)c1ccc(-c2ccc3ncnc(N(C)C)c3c2)cc1. The result is 0 (non-inhibitor). (2) The molecule is COc1ccccc1CNc1ncncc1-c1ccccc1CN(C)C. The result is 1 (inhibitor). (3) The molecule is Cc1ccc(/C(O)=C2/C(=O)C(=O)N(CCCn3ccnc3)C2c2ccccn2)cc1. The result is 1 (inhibitor). (4) The drug is N=C(N)c1ccc(N=Nc2c(O)ccc3c2[nH]c2ccccc23)cc1. The result is 1 (inhibitor). (5) The compound is COC(=O)[C@@H]1CC[C@H](C)[C@@H](c2ccc(C)cc2)N1C(=O)c1ccc(/C=N\OC[C@@H]2O[C@H](c3ccccc3)C=C[C@@H]2Oc2ccc(OC)cc2)cc1. The result is 1 (inhibitor). (6) The compound is COc1cccc(Cn2c(=O)c(-c3cccs3)nc3cnc(OCc4ccccc4)nc32)c1. The result is 0 (non-inhibitor). (7) The molecule is Clc1ccccc1CNCC1CCC(CNCc2ccccc2Cl)CC1. The result is 1 (inhibitor). (8) The drug is CCCS(=O)(=O)N1CCCC(C(=O)NCCCOCC)C1. The result is 0 (non-inhibitor). (9) The result is 1 (inhibitor). The compound is CCC(=O)Nc1cc(-c2nn(C)c(=O)c3ccccc23)ccc1N1CCCCC1.